Dataset: Forward reaction prediction with 1.9M reactions from USPTO patents (1976-2016). Task: Predict the product of the given reaction. Given the reactants [CH2:1]([O:8][CH2:9][CH2:10][CH2:11][O:12][C:13]1[CH:22]=[C:21]2[C:16]([CH2:17][CH2:18][CH:19]([C:23]([O:25][CH2:26][CH3:27])=[O:24])[O:20]2)=[CH:15][CH:14]=1)[C:2]1[CH:7]=[CH:6][CH:5]=[CH:4][CH:3]=1.I[CH2:29][CH3:30], predict the reaction product. The product is: [CH2:1]([O:8][CH2:9][CH2:10][CH2:11][O:12][C:13]1[CH:22]=[C:21]2[C:16]([CH2:17][CH2:18][C:19]([CH2:29][CH3:30])([C:23]([O:25][CH2:26][CH3:27])=[O:24])[O:20]2)=[CH:15][CH:14]=1)[C:2]1[CH:7]=[CH:6][CH:5]=[CH:4][CH:3]=1.